From a dataset of Full USPTO retrosynthesis dataset with 1.9M reactions from patents (1976-2016). Predict the reactants needed to synthesize the given product. (1) Given the product [CH3:1][O:2][CH2:3][CH2:4][CH2:5][O:6][C:7]1[CH:8]=[C:9]([CH:10]([OH:11])[CH3:26])[CH:12]=[CH:13][C:14]=1[O:15][Si:16]([CH:23]([CH3:25])[CH3:24])([CH:20]([CH3:22])[CH3:21])[CH:17]([CH3:18])[CH3:19], predict the reactants needed to synthesize it. The reactants are: [CH3:1][O:2][CH2:3][CH2:4][CH2:5][O:6][C:7]1[CH:8]=[C:9]([CH:12]=[CH:13][C:14]=1[O:15][Si:16]([CH:23]([CH3:25])[CH3:24])([CH:20]([CH3:22])[CH3:21])[CH:17]([CH3:19])[CH3:18])[CH:10]=[O:11].[CH3:26][Mg]Cl.[Cl-].[NH4+]. (2) Given the product [Br:1][C:2]1[C:3]([CH3:18])=[N:4][N:5]([CH2:14][CH2:15][S:16]([CH3:17])=[O:27])[C:6]=1[C:7]1[CH:8]=[CH:9][C:10]([F:13])=[CH:11][CH:12]=1, predict the reactants needed to synthesize it. The reactants are: [Br:1][C:2]1[C:3]([CH3:18])=[N:4][N:5]([CH2:14][CH2:15][S:16][CH3:17])[C:6]=1[C:7]1[CH:12]=[CH:11][C:10]([F:13])=[CH:9][CH:8]=1.ClC1C=C(C(OO)=[O:27])C=CC=1. (3) Given the product [ClH:6].[NH2:21][C:16]1[C:15]2[N:22]=[C:23]([CH2:28][O:29][CH2:30][CH3:31])[N:24]([CH2:25][CH2:26][CH3:27])[C:14]=2[C:13]2[CH:12]=[C:11]([O:10][CH2:9][CH2:8][NH:7][C:1](=[O:5])[CH:2]([CH3:4])[CH3:3])[CH:20]=[CH:19][C:18]=2[N:17]=1, predict the reactants needed to synthesize it. The reactants are: [C:1]([Cl:6])(=[O:5])[CH:2]([CH3:4])[CH3:3].[NH2:7][CH2:8][CH2:9][O:10][C:11]1[CH:20]=[CH:19][C:18]2[N:17]=[C:16]([NH2:21])[C:15]3[N:22]=[C:23]([CH2:28][O:29][CH2:30][CH3:31])[N:24]([CH2:25][CH2:26][CH3:27])[C:14]=3[C:13]=2[CH:12]=1. (4) Given the product [N:2]1[NH:32][N:33]=[N:34][C:1]=1[CH2:3][CH2:4][CH2:5][CH2:6][O:7][C:8]1[CH:31]=[CH:30][CH:29]=[CH:28][C:9]=1[CH2:10][N:11]([CH:25]([CH3:26])[CH3:27])[C:12](=[O:24])[C:13]1[CH:18]=[CH:17][C:16]([C:19]2[O:20][CH:21]=[CH:22][CH:23]=2)=[CH:15][CH:14]=1, predict the reactants needed to synthesize it. The reactants are: [C:1]([CH2:3][CH2:4][CH2:5][CH2:6][O:7][C:8]1[CH:31]=[CH:30][CH:29]=[CH:28][C:9]=1[CH2:10][N:11]([CH:25]([CH3:27])[CH3:26])[C:12](=[O:24])[C:13]1[CH:18]=[CH:17][C:16]([C:19]2[O:20][CH:21]=[CH:22][CH:23]=2)=[CH:15][CH:14]=1)#[N:2].[N-:32]=[N+:33]=[N-:34].[Na+].Cl.C(N(CC)CC)C.C([O-])([O-])=O.[Na+].[Na+].